This data is from Reaction yield outcomes from USPTO patents with 853,638 reactions. The task is: Predict the reaction yield, written as a fraction of the theoretical maximum amount of product (1.0 means a 100% yield; for example, 0.34 means a 34% yield). (1) The reactants are [CH:1]1([CH:7]([NH:19][C:20]2[CH:21]=[CH:22][C:23]([C:26]([NH:28][CH2:29][CH2:30][C:31]([O:33]CC)=[O:32])=[O:27])=[N:24][CH:25]=2)[C:8]2[O:9][C:10]3[CH:17]=[CH:16][C:15]([F:18])=[CH:14][C:11]=3[C:12]=2[CH3:13])[CH2:6][CH2:5][CH2:4][CH2:3][CH2:2]1.O1CCCC1.[OH-].[Na+]. The catalyst is C(O)C. The product is [CH:1]1([CH:7]([NH:19][C:20]2[CH:21]=[CH:22][C:23]([C:26]([NH:28][CH2:29][CH2:30][C:31]([OH:33])=[O:32])=[O:27])=[N:24][CH:25]=2)[C:8]2[O:9][C:10]3[CH:17]=[CH:16][C:15]([F:18])=[CH:14][C:11]=3[C:12]=2[CH3:13])[CH2:6][CH2:5][CH2:4][CH2:3][CH2:2]1. The yield is 0.950. (2) The reactants are C(O[CH2:5][C@@H:6]([CH3:22])[CH2:7][C@@H:8]([CH3:21])[CH2:9][O:10]S(C1C=CC(C)=CC=1)(=O)=O)(=O)C.[CH:23]([Mg]Br)([CH3:25])[CH3:24].[H-].[Al+3].[Li+].[H-].[H-].[H-]. The catalyst is O1CCCC1. The product is [CH3:21][C@@H:8]([CH2:7][C@@H:6]([CH3:22])[CH2:5][CH:23]([CH3:25])[CH3:24])[CH2:9][OH:10]. The yield is 0.800. (3) The reactants are Cl[CH2:2][C:3]1[N:4]([CH:8]([CH3:10])[CH3:9])[CH:5]=[CH:6][N:7]=1.[CH3:11][C:12]1[N:17]=[C:16]([SH:18])[N:15]=[C:14]([OH:19])[CH:13]=1. No catalyst specified. The product is [CH3:11][C:12]1[N:17]=[C:16]([S:18][CH2:2][C:3]2[N:4]([CH:8]([CH3:10])[CH3:9])[CH:5]=[CH:6][N:7]=2)[N:15]=[C:14]([OH:19])[CH:13]=1. The yield is 0.720. (4) The reactants are [CH2:1]([O:8][C:9]1[CH:18]=[CH:17][C:12]([C:13]([O:15][CH3:16])=[O:14])=[CH:11][C:10]=1Br)[C:2]1[CH:7]=[CH:6][CH:5]=[CH:4][CH:3]=1.C(=O)([O-])[O-].[Cs+].[Cs+].[CH3:26]/[C:27](/B(O)O)=[CH:28]/[CH3:29].O. The catalyst is O1CCCC1. The product is [CH2:1]([O:8][C:9]1[CH:18]=[CH:17][C:12]([C:13]([O:15][CH3:16])=[O:14])=[CH:11][C:10]=1/[C:27](/[CH3:26])=[CH:28]\[CH3:29])[C:2]1[CH:7]=[CH:6][CH:5]=[CH:4][CH:3]=1. The yield is 0.410. (5) The reactants are [CH2:1]([O:8][C:9]([C:11]1[O:12][C:13]([CH:16](O)[C:17]([CH3:19])=[CH2:18])=[CH:14][CH:15]=1)=[O:10])[C:2]1[CH:7]=[CH:6][CH:5]=[CH:4][CH:3]=1.[CH:21](OCC)([O:25][CH2:26][CH3:27])[O:22]CC.[C:31](O)(=O)CC. The product is [CH2:1]([O:8][C:9]([C:11]1[O:12][C:13](/[CH:16]=[C:17](\[CH3:19])/[CH2:18][CH2:31][C:21]([O:25][CH2:26][CH3:27])=[O:22])=[CH:14][CH:15]=1)=[O:10])[C:2]1[CH:7]=[CH:6][CH:5]=[CH:4][CH:3]=1. The yield is 0.350. No catalyst specified.